From a dataset of Full USPTO retrosynthesis dataset with 1.9M reactions from patents (1976-2016). Predict the reactants needed to synthesize the given product. (1) Given the product [CH3:12][O:15][C:4]1[CH:5]=[C:6]2[C:10](=[CH:11][CH:3]=1)[N:9]([CH3:18])[N:8]=[CH:7]2, predict the reactants needed to synthesize it. The reactants are: CO[C:3]1[CH:11]=[C:10]2[C:6]([CH:7]=[N:8][NH:9]2)=[CH:5][CH:4]=1.[C:12](=[O:15])([O-])[O-].[K+].[K+].[CH3:18]I.N#N. (2) Given the product [Cl:1][C:2]1[CH:16]=[CH:15][C:5]2[N:6]=[C:7]([N:9]3[CH2:14][CH2:13][N:12]([C:30]([C:29]4[CH:28]=[C:27]([NH:26][S:23]([C:18]5[CH:19]=[CH:20][CH:21]=[CH:22][N:17]=5)(=[O:24])=[O:25])[CH:35]=[CH:34][CH:33]=4)=[O:31])[CH2:11][CH2:10]3)[S:8][C:4]=2[CH:3]=1, predict the reactants needed to synthesize it. The reactants are: [Cl:1][C:2]1[CH:16]=[CH:15][C:5]2[N:6]=[C:7]([N:9]3[CH2:14][CH2:13][NH:12][CH2:11][CH2:10]3)[S:8][C:4]=2[CH:3]=1.[N:17]1[CH:22]=[CH:21][CH:20]=[CH:19][C:18]=1[S:23]([NH:26][C:27]1[CH:28]=[C:29]([CH:33]=[CH:34][CH:35]=1)[C:30](O)=[O:31])(=[O:25])=[O:24]. (3) Given the product [CH2:42]([NH:49][C:50]1[N:55]=[C:54]([C:56]2[CH:61]=[CH:60][CH:59]=[CH:58][N:57]=2)[CH:53]=[C:52]([C:62]2[CH:63]=[N:64][CH:65]=[C:66]([C:68]3[CH:73]=[CH:72][CH:71]=[C:70]([O:74][CH2:28][CH2:29][N:30]([CH3:34])[CH3:31])[CH:69]=3)[CH:67]=2)[CH:51]=1)[C:43]1[CH:48]=[CH:47][CH:46]=[CH:45][CH:44]=1, predict the reactants needed to synthesize it. The reactants are: CNC1N=C(C2C=CC=CN=2)C=C(C2C=NC=C(C3C=CC=C(O[CH2:28][CH2:29][N:30]4[CH2:34]CC[CH2:31]4)C=3)C=2)C=1.C1(O)C=CC=CC=1.[CH2:42]([NH:49][C:50]1[N:55]=[C:54]([C:56]2[CH:61]=[CH:60][CH:59]=[CH:58][N:57]=2)[CH:53]=[C:52]([C:62]2[CH:63]=[N:64][CH:65]=[C:66]([C:68]3[CH:69]=[C:70]([OH:74])[CH:71]=[CH:72][CH:73]=3)[CH:67]=2)[CH:51]=1)[C:43]1[CH:48]=[CH:47][CH:46]=[CH:45][CH:44]=1. (4) Given the product [N:1]([CH2:4][CH2:5][O:6][CH2:7][CH2:8][O:9][CH2:10][CH2:11][O:12][CH2:13][CH2:14][NH:15][C:24](=[O:23])[CH2:26][CH2:27][CH2:28][CH2:29][C@H:30]1[C@@H:31]2[C@@H:32]([NH:35][C:36](=[O:37])[NH:38]2)[CH2:33][S:34]1)=[N+:2]=[N-:3], predict the reactants needed to synthesize it. The reactants are: [N:1]([CH2:4][CH2:5][O:6][CH2:7][CH2:8][O:9][CH2:10][CH2:11][O:12][CH2:13][CH2:14][NH2:15])=[N+:2]=[N-:3].C1C(=O)N([O:23][C:24]([CH2:26][CH2:27][CH2:28][CH2:29][C@@H:30]2[S:34][CH2:33][C@@H:32]3[NH:35][C:36]([NH:38][C@H:31]23)=[O:37])=O)C(=O)C1. (5) The reactants are: [Br:1][C:2]1[CH:3]=[N:4][C:5](Cl)=[N:6][CH:7]=1.CCN(C(C)C)C(C)C.[NH2:18][C:19]1[CH:24]=[CH:23][CH:22]=[CH:21][CH:20]=1. Given the product [Br:1][C:2]1[CH:3]=[N:4][C:5]([NH:18][C:19]2[CH:24]=[CH:23][CH:22]=[CH:21][CH:20]=2)=[N:6][CH:7]=1, predict the reactants needed to synthesize it. (6) Given the product [S:41]1[C:33]([C:2]2[C:10]3[C:5](=[CH:6][CH:7]=[C:8]([NH:11][S:12]([C:15]4[CH:20]=[CH:19][CH:18]=[CH:17][C:16]=4[S:21]([CH3:24])(=[O:23])=[O:22])(=[O:13])=[O:14])[CH:9]=3)[NH:4][N:3]=2)=[CH:34][C:35]2[CH:36]=[CH:37][CH:38]=[CH:39][C:40]1=2, predict the reactants needed to synthesize it. The reactants are: I[C:2]1[C:10]2[C:5](=[CH:6][CH:7]=[C:8]([NH:11][S:12]([C:15]3[CH:20]=[CH:19][CH:18]=[CH:17][C:16]=3[S:21]([CH3:24])(=[O:23])=[O:22])(=[O:14])=[O:13])[CH:9]=2)[N:4](C(OC(C)(C)C)=O)[N:3]=1.B(O)(O)[C:33]1[S:41][C:40]2[C:35](=[CH:36][CH:37]=[CH:38][CH:39]=2)[CH:34]=1.C(=O)([O-])O.[Na+]. (7) Given the product [Cl:1][C:2]1[CH:10]=[CH:9][C:8]2[N:7]([CH2:27][CH2:26][C:24]3[CH:23]=[N:22][CH:21]=[C:20]([Cl:19])[CH:25]=3)[C:6]3[CH2:11][CH2:12][N:13]([CH3:16])[CH2:14][CH2:15][C:5]=3[C:4]=2[CH:3]=1, predict the reactants needed to synthesize it. The reactants are: [Cl:1][C:2]1[CH:10]=[CH:9][C:8]2[NH:7][C:6]3[CH2:11][CH2:12][N:13]([CH3:16])[CH2:14][CH2:15][C:5]=3[C:4]=2[CH:3]=1.[OH-].[Na+].[Cl:19][C:20]1[CH:21]=[N:22][CH:23]=[C:24]([CH:26]=[CH2:27])[CH:25]=1. (8) Given the product [NH3:8].[CH3:9][OH:10].[F:37][C:19]1[CH:18]=[C:17]([NH:16][C:14]([C:11]2([C:9]([NH:8][C:5]3[CH:6]=[CH:7][C:2]([F:1])=[CH:3][CH:4]=3)=[O:10])[CH2:12][CH2:13]2)=[O:15])[CH:22]=[CH:21][C:20]=1[O:23][C:24]1[C:33]2[C:28](=[CH:29][C:30]([O:36][CH2:46][CH2:47][CH2:48][N:49]3[CH2:54][CH2:53][O:52][CH2:51][CH2:50]3)=[C:31]([O:34][CH3:35])[CH:32]=2)[N:27]=[CH:26][CH:25]=1, predict the reactants needed to synthesize it. The reactants are: [F:1][C:2]1[CH:7]=[CH:6][C:5]([NH:8][C:9]([C:11]2([C:14]([NH:16][C:17]3[CH:22]=[CH:21][C:20]([O:23][C:24]4[C:33]5[C:28](=[CH:29][C:30]([OH:36])=[C:31]([O:34][CH3:35])[CH:32]=5)[N:27]=[CH:26][CH:25]=4)=[C:19]([F:37])[CH:18]=3)=[O:15])[CH2:13][CH2:12]2)=[O:10])=[CH:4][CH:3]=1.C(=O)([O-])[O-].[K+].[K+].Cl.Cl[CH2:46][CH2:47][CH2:48][N:49]1[CH2:54][CH2:53][O:52][CH2:51][CH2:50]1.C1(O)C=CC=CC=1.